From a dataset of Full USPTO retrosynthesis dataset with 1.9M reactions from patents (1976-2016). Predict the reactants needed to synthesize the given product. (1) Given the product [CH3:1][O:2][C:3]([C:4]1[C:5]2[N:11]([CH2:12][C:13]3[CH:18]=[CH:17][C:16]([Br:19])=[CH:15][CH:14]=3)[C:25]([O:26][CH2:27][CH3:28])=[N:10][C:6]=2[CH:7]=[CH:8][CH:9]=1)=[O:20], predict the reactants needed to synthesize it. The reactants are: [CH3:1][O:2][C:3](=[O:20])[C:4]1[CH:9]=[CH:8][CH:7]=[C:6]([NH2:10])[C:5]=1[NH:11][CH2:12][C:13]1[CH:18]=[CH:17][C:16]([Br:19])=[CH:15][CH:14]=1.C(O)(=O)C.[C:25](OCC)(OCC)(OCC)[O:26][CH2:27][CH3:28].C(=O)(O)[O-].[Na+]. (2) Given the product [F:1][C:2]1[CH:9]=[C:6]([CH:7]([OH:8])[CH2:37][C:36](=[O:38])[CH:35]=[C:32]2[CH2:33][CH2:34][N:29]([C:27](=[O:28])[C:26]3[CH:39]=[CH:40][C:23]([O:22][CH:19]([CH3:21])[CH3:20])=[C:24]([CH3:41])[CH:25]=3)[CH2:30][CH2:31]2)[CH:5]=[N:4][CH:3]=1, predict the reactants needed to synthesize it. The reactants are: [F:1][C:2]1[CH:3]=[N:4][CH:5]=[C:6]([CH:9]=1)[CH:7]=[O:8].B(F)(F)F.CCOCC.[CH:19]([O:22][C:23]1[CH:40]=[CH:39][C:26]([C:27]([N:29]2[CH2:34][CH2:33][C:32](=[CH:35][C:36](=[O:38])[CH3:37])[CH2:31][CH2:30]2)=[O:28])=[CH:25][C:24]=1[CH3:41])([CH3:21])[CH3:20]. (3) Given the product [CH3:23][N:22]1[C:18]([C:11]([C:12]2[CH:17]=[CH:16][CH:15]=[CH:14][CH:13]=2)=[N:10][O:9][CH2:8][C:6]2[CH:5]=[CH:4][CH:3]=[C:2]([C:24]3[CH:29]=[CH:28][CH:27]=[CH:26][CH:25]=3)[N:7]=2)=[N:19][N:20]=[N:21]1, predict the reactants needed to synthesize it. The reactants are: Br[C:2]1[N:7]=[C:6]([CH2:8][O:9][N:10]=[C:11]([C:18]2[N:22]([CH3:23])[N:21]=[N:20][N:19]=2)[C:12]2[CH:17]=[CH:16][CH:15]=[CH:14][CH:13]=2)[CH:5]=[CH:4][CH:3]=1.[C:24]1(B(O)O)[CH:29]=[CH:28][CH:27]=[CH:26][CH:25]=1.C([O-])([O-])=O.[Na+].[Na+]. (4) Given the product [C:16]([O:19][CH2:20][C:21]1[NH:14][C:10]2[CH:11]=[CH:12][CH:13]=[C:8]([N:5]3[CH2:4][CH2:3][N:2]([CH3:1])[CH2:7][CH2:6]3)[C:9]=2[N:15]=1)(=[O:18])[CH3:17], predict the reactants needed to synthesize it. The reactants are: [CH3:1][N:2]1[CH2:7][CH2:6][N:5]([C:8]2[CH:13]=[CH:12][CH:11]=[C:10]([NH2:14])[C:9]=2[NH2:15])[CH2:4][CH2:3]1.[C:16]([O:19][CH2:20][C:21](O)=O)(=[O:18])[CH3:17].O=C1N(P(Cl)(N2CCOC2=O)=O)CCO1.C(N(CC)C(C)C)(C)C. (5) Given the product [Cl:1][C:2]1[CH:7]=[C:6]([CH2:8][CH2:9][NH2:10])[CH:5]=[CH:4][C:3]=1[F:13], predict the reactants needed to synthesize it. The reactants are: [Cl:1][C:2]1[CH:7]=[C:6]([CH:8]=[CH:9][N+:10]([O-])=O)[CH:5]=[CH:4][C:3]=1[F:13].[BH4-].[Li+].C[Si](Cl)(C)C. (6) Given the product [F:1][C:2]1([F:8])[CH2:7][C:4]([CH2:5][O:20][C:12]2[CH:13]=[CH:14][C:15]([N+:17]([O-:19])=[O:18])=[CH:16][C:11]=2[O:10][CH3:9])([OH:6])[CH2:3]1, predict the reactants needed to synthesize it. The reactants are: [F:1][C:2]1([F:8])[CH2:7][C:4]2([O:6][CH2:5]2)[CH2:3]1.[CH3:9][O:10][C:11]1[CH:16]=[C:15]([N+:17]([O-:19])=[O:18])[CH:14]=[CH:13][C:12]=1[O-:20].[K+]. (7) Given the product [CH3:28][O:27][C:23](=[O:26])[CH2:24][CH2:25][N:19]([CH2:18][CH2:17][O:16][C:15]1[CH:21]=[CH:22][C:12]([N:4]2[C:3]([Cl:2])=[C:11]3[C:6]([CH:7]=[CH:8][CH:9]=[CH:10]3)=[N:5]2)=[CH:13][CH:14]=1)[CH3:20], predict the reactants needed to synthesize it. The reactants are: Cl.[Cl:2][C:3]1[N:4]([C:12]2[CH:22]=[CH:21][C:15]([O:16][CH2:17][CH2:18][NH:19][CH3:20])=[CH:14][CH:13]=2)[N:5]=[C:6]2[C:11]=1[CH:10]=[CH:9][CH:8]=[CH:7]2.[C:23]([O:27][CH3:28])(=[O:26])[CH:24]=[CH2:25]. (8) Given the product [CH3:23][O:24][C:25](=[O:39])[CH2:26][CH:27]([NH:38][C:10]([CH:9]1[CH2:13][CH2:14][CH2:15][N:8]1[C:6](=[O:7])[CH:2]([NH:1][C:16]([O:18][C:19]([CH3:22])([CH3:21])[CH3:20])=[O:17])[CH:3]([CH3:4])[CH3:5])=[O:12])[CH2:28][C:29]1[CH:34]=[C:33]([F:35])[C:32]([F:36])=[CH:31][C:30]=1[F:37], predict the reactants needed to synthesize it. The reactants are: [NH:1]([C:16]([O:18][C:19]([CH3:22])([CH3:21])[CH3:20])=[O:17])[C@H:2]([C:6]([N:8]1[CH2:15][CH2:14][CH2:13][C@H:9]1[C:10]([OH:12])=O)=[O:7])[CH:3]([CH3:5])[CH3:4].[CH3:23][O:24][C:25](=[O:39])[CH2:26][CH:27]([NH2:38])[CH2:28][C:29]1[CH:34]=[C:33]([F:35])[C:32]([F:36])=[CH:31][C:30]=1[F:37]. (9) Given the product [CH3:22][N:23]([CH3:24])[CH2:2][CH2:1][S:3]([N:6]1[CH2:11][CH2:10][N:9]([C:12]([O:14][CH2:15][C:16]2[CH:21]=[CH:20][CH:19]=[CH:18][CH:17]=2)=[O:13])[CH2:8][CH2:7]1)(=[O:5])=[O:4], predict the reactants needed to synthesize it. The reactants are: [CH:1]([S:3]([N:6]1[CH2:11][CH2:10][N:9]([C:12]([O:14][CH2:15][C:16]2[CH:21]=[CH:20][CH:19]=[CH:18][CH:17]=2)=[O:13])[CH2:8][CH2:7]1)(=[O:5])=[O:4])=[CH2:2].[CH3:22][NH:23][CH3:24]. (10) Given the product [CH2:26]([C:8]1([NH:11][CH2:12][C:13]2[CH:14]=[CH:15][C:16]([O:19][CH3:20])=[CH:17][CH:18]=2)[CH2:9][CH2:10][C:5]2([O:4][CH2:3][CH2:2][O:1]2)[CH2:6][CH2:7]1)[C:27]1[CH:32]=[CH:31][CH:30]=[CH:29][CH:28]=1, predict the reactants needed to synthesize it. The reactants are: [O:1]1[C:5]2([CH2:10][CH2:9][C:8](=[N:11][CH2:12][C:13]3[CH:18]=[CH:17][C:16]([O:19][CH3:20])=[CH:15][CH:14]=3)[CH2:7][CH2:6]2)[O:4][CH2:3][CH2:2]1.O1CCCC1.[CH2:26]([Mg]Cl)[C:27]1[CH:32]=[CH:31][CH:30]=[CH:29][CH:28]=1.[Cl-].[NH4+].